Dataset: Catalyst prediction with 721,799 reactions and 888 catalyst types from USPTO. Task: Predict which catalyst facilitates the given reaction. (1) Reactant: [NH2:1][C:2]1[CH:7]=[CH:6][CH:5]=[C:4]([S:8]([N:11]2[CH2:15][CH2:14][CH2:13][CH2:12]2)(=[O:10])=[O:9])[C:3]=1[OH:16].CCO[C:20]([S-])=[S:21].[K+]. Product: [N:11]1([S:8]([C:4]2[C:3]3[O:16][C:20]([SH:21])=[N:1][C:2]=3[CH:7]=[CH:6][CH:5]=2)(=[O:10])=[O:9])[CH2:15][CH2:14][CH2:13][CH2:12]1. The catalyst class is: 5. (2) Reactant: Cl[CH2:2][CH2:3][O:4][C:5]1[CH:14]=[C:13]2[C:8]([C:9]([O:15][C:16]3[C:17]([CH3:26])=[N:18][C:19]4[C:24]([CH:25]=3)=[CH:23][CH:22]=[CH:21][N:20]=4)=[CH:10][CH:11]=[N:12]2)=[CH:7][C:6]=1[O:27][CH3:28].C(=O)([O-])[O-].[K+].[K+].[OH:35][CH:36]1[CH2:41][CH2:40][CH2:39][NH:38][CH2:37]1. Product: [CH3:28][O:27][C:6]1[CH:7]=[C:8]2[C:13](=[CH:14][C:5]=1[O:4][CH2:3][CH2:2][N:38]1[CH2:39][CH2:40][CH2:41][CH:36]([OH:35])[CH2:37]1)[N:12]=[CH:11][CH:10]=[C:9]2[O:15][C:16]1[C:17]([CH3:26])=[N:18][C:19]2[C:24]([CH:25]=1)=[CH:23][CH:22]=[CH:21][N:20]=2. The catalyst class is: 9. (3) Reactant: [N:1]1([CH2:8][C:9]([NH:11][C@@H:12]([C:24]([NH:26][CH:27]2[CH2:35][C:34]3[C:29](=[CH:30][CH:31]=[CH:32][CH:33]=3)[CH2:28]2)=[O:25])[CH2:13][CH2:14][CH2:15][NH:16]C(=O)OC(C)(C)C)=[O:10])[CH2:7][CH2:6][CH2:5][NH:4][CH2:3][CH2:2]1. Product: [N:1]1([CH2:8][C:9]([NH:11][C@H:12]([CH2:13][CH2:14][CH2:15][NH2:16])[C:24]([NH:26][CH:27]2[CH2:35][C:34]3[C:29](=[CH:30][CH:31]=[CH:32][CH:33]=3)[CH2:28]2)=[O:25])=[O:10])[CH2:7][CH2:6][CH2:5][NH:4][CH2:3][CH2:2]1. The catalyst class is: 67. (4) Reactant: [OH:1][CH2:2][C@H:3]([CH2:16][CH2:17][O:18][C:19](=[O:37])[CH2:20][CH2:21][CH2:22][CH2:23][CH2:24][CH2:25][CH2:26][CH2:27][CH2:28][CH2:29][CH2:30][CH2:31][CH2:32][CH2:33][CH2:34][CH2:35][CH3:36])[CH2:4][N:5]1[CH:13]=[N:12][C:11]2[C:10](=[O:14])[NH:9][C:8]([NH2:15])=[N:7][C:6]1=2.[N:38]1[CH:43]=[CH:42][CH:41]=CC=1.[C:44](Cl)(=[O:62])CCCCCCCCCCCCCCCCC.[CH3:64]N(C)C=O. Product: [NH2:38][C@H:43]([C:44]([O:1][CH2:2][C@H:3]([CH2:16][CH2:17][O:18][C:19](=[O:37])[CH2:20][CH2:21][CH2:22][CH2:23][CH2:24][CH2:25][CH2:26][CH2:27][CH2:28][CH2:29][CH2:30][CH2:31][CH2:32][CH2:33][CH2:34][CH2:35][CH3:36])[CH2:4][N:5]1[CH:13]=[N:12][C:11]2[C:10](=[O:14])[NH:9][C:8]([NH2:15])=[N:7][C:6]1=2)=[O:62])[CH:42]([CH3:64])[CH3:41]. The catalyst class is: 277.